Dataset: Full USPTO retrosynthesis dataset with 1.9M reactions from patents (1976-2016). Task: Predict the reactants needed to synthesize the given product. (1) Given the product [OH:33][Si:34]([CH3:42])([CH3:41])[C:2]1[CH:3]=[C:4]([CH:19]=[CH:20][CH:21]=1)[O:5][CH2:6][CH2:7][N:8]1[C:16](=[O:17])[C:15]2[C:10](=[CH:11][CH:12]=[CH:13][CH:14]=2)[C:9]1=[O:18], predict the reactants needed to synthesize it. The reactants are: Br[C:2]1[CH:3]=[C:4]([CH:19]=[CH:20][CH:21]=1)[O:5][CH2:6][CH2:7][N:8]1[C:16](=[O:17])[C:15]2[C:10](=[CH:11][CH:12]=[CH:13][CH:14]=2)[C:9]1=[O:18].CCN(C(C)C)C(C)C.C([O:33][Si:34]([CH3:42])([CH3:41])[Si:34]([O:33]CC)([CH3:42])[CH3:41])C. (2) Given the product [Cl:33][C:32]1[CH:31]=[CH:30][CH:29]=[C:28]([Cl:34])[C:27]=1[C:25]([NH:24][C:21]1[CH:22]=[CH:23][C:18]([CH2:17][C@@H:4]([C:3]([OH:35])=[O:2])[NH:5][C:6]([C:8]2([CH2:13][CH2:14][O:15][CH3:16])[CH2:12][CH2:11][CH2:10][CH2:9]2)=[S:7])=[CH:19][CH:20]=1)=[O:26], predict the reactants needed to synthesize it. The reactants are: C[O:2][C:3](=[O:35])[C@H:4]([CH2:17][C:18]1[CH:23]=[CH:22][C:21]([NH:24][C:25]([C:27]2[C:32]([Cl:33])=[CH:31][CH:30]=[CH:29][C:28]=2[Cl:34])=[O:26])=[CH:20][CH:19]=1)[NH:5][C:6]([C:8]1([CH2:13][CH2:14][O:15][CH3:16])[CH2:12][CH2:11][CH2:10][CH2:9]1)=[S:7].[OH-].[Na+].Cl.C(OCC)(=O)C. (3) Given the product [Si:1]([O:8][CH2:9][CH2:10][CH2:11][N:12]1[C:21](=[O:22])[C:20]2[C:15](=[CH:16][CH:17]=[C:18]([C:23]([F:25])([F:26])[F:24])[CH:19]=2)[N:14]([CH3:28])[C:13]1=[O:27])([C:4]([CH3:7])([CH3:5])[CH3:6])([CH3:3])[CH3:2], predict the reactants needed to synthesize it. The reactants are: [Si:1]([O:8][CH2:9][CH2:10][CH2:11][N:12]1[C:21](=[O:22])[C:20]2[C:15](=[CH:16][CH:17]=[C:18]([C:23]([F:26])([F:25])[F:24])[CH:19]=2)[NH:14][C:13]1=[O:27])([C:4]([CH3:7])([CH3:6])[CH3:5])([CH3:3])[CH3:2].[C:28]([O-])([O-])=O.[K+].[K+].CI. (4) The reactants are: [Cl:1][C:2]1[CH:29]=[CH:28][C:5]([O:6][CH2:7][C@@H:8]([F:27])[CH2:9][O:10][C:11]2[CH:12]=[C:13]([CH2:17][C@H:18]([O:23][CH:24]([CH3:26])[CH3:25])[C:19]([O:21]C)=[O:20])[CH:14]=[CH:15][CH:16]=2)=[C:4]([C:30]#[N:31])[CH:3]=1.C(OC)(C)(C)C.Cl. Given the product [Cl:1][C:2]1[CH:29]=[CH:28][C:5]([O:6][CH2:7][C@@H:8]([F:27])[CH2:9][O:10][C:11]2[CH:12]=[C:13]([CH2:17][C@H:18]([O:23][CH:24]([CH3:26])[CH3:25])[C:19]([OH:21])=[O:20])[CH:14]=[CH:15][CH:16]=2)=[C:4]([C:30]#[N:31])[CH:3]=1, predict the reactants needed to synthesize it. (5) Given the product [CH2:11]([C@H:18]1[CH2:22][O:21][C:20](=[O:23])[N:19]1[C:24](=[O:32])[C@H:25]([C:26]1[CH:27]=[CH:28][CH:29]=[CH:30][CH:31]=1)[CH2:34][C:35]([O:37][C:38]([CH3:41])([CH3:40])[CH3:39])=[O:36])[C:12]1[CH:13]=[CH:14][CH:15]=[CH:16][CH:17]=1, predict the reactants needed to synthesize it. The reactants are: C[Si]([N-][Si](C)(C)C)(C)C.[Na+].[CH2:11]([C@H:18]1[CH2:22][O:21][C:20](=[O:23])[N:19]1[C:24](=[O:32])[CH2:25][C:26]1[CH:31]=[CH:30][CH:29]=[CH:28][CH:27]=1)[C:12]1[CH:17]=[CH:16][CH:15]=[CH:14][CH:13]=1.Br[CH2:34][C:35]([O:37][C:38]([CH3:41])([CH3:40])[CH3:39])=[O:36].[NH4+].[Cl-].